Dataset: Forward reaction prediction with 1.9M reactions from USPTO patents (1976-2016). Task: Predict the product of the given reaction. (1) Given the reactants [F:1][C:2]1[CH:7]=[CH:6][C:5]([CH2:8][C:9]([OH:11])=O)=[CH:4][C:3]=1[N+:12]([O-:14])=[O:13].[C:15](OC(=O)CC)(=O)[CH2:16]C.CN1C=CN=C1, predict the reaction product. The product is: [F:1][C:2]1[CH:7]=[CH:6][C:5]([CH2:8][C:9](=[O:11])[CH2:15][CH3:16])=[CH:4][C:3]=1[N+:12]([O-:14])=[O:13]. (2) The product is: [NH2:16][C:14](=[O:15])[C@H:13]([N:6]1[CH:5]=[CH:4][C:3]2[C:8](=[CH:9][CH:10]=[CH:11][C:2]=2[NH:1][C:70](=[O:71])[C@H:69]([C:64]2[CH:65]=[CH:66][C:67]([Cl:68])=[C:62]([Cl:61])[CH:63]=2)[CH3:73])[C:7]1=[O:12])[C:17]1[CH:18]=[CH:19][CH:20]=[CH:21][CH:22]=1. Given the reactants [NH2:1][C:2]1[CH:11]=[CH:10][CH:9]=[C:8]2[C:3]=1[CH:4]=[CH:5][N:6]([C@H:13]([C:17]1[CH:22]=[CH:21][CH:20]=[CH:19][CH:18]=1)[C:14]([NH2:16])=[O:15])[C:7]2=[O:12].CN(C)C=O.C(N(CC)C(C)C)(C)C.F[P-](F)(F)(F)(F)F.C[N+](C)=C(N(C)C)ON1C2N=CC=CC=2N=N1.[Cl:61][C:62]1[CH:63]=[C:64]([C@H:69]([CH3:73])[C:70](O)=[O:71])[CH:65]=[CH:66][C:67]=1[Cl:68], predict the reaction product.